The task is: Regression. Given two drug SMILES strings and cell line genomic features, predict the synergy score measuring deviation from expected non-interaction effect.. This data is from NCI-60 drug combinations with 297,098 pairs across 59 cell lines. (1) Drug 1: CCC1=CC2CC(C3=C(CN(C2)C1)C4=CC=CC=C4N3)(C5=C(C=C6C(=C5)C78CCN9C7C(C=CC9)(C(C(C8N6C)(C(=O)OC)O)OC(=O)C)CC)OC)C(=O)OC.C(C(C(=O)O)O)(C(=O)O)O. Drug 2: C1CN(P(=O)(OC1)NCCCl)CCCl. Cell line: OVCAR-8. Synergy scores: CSS=27.3, Synergy_ZIP=1.27, Synergy_Bliss=-1.05, Synergy_Loewe=-52.1, Synergy_HSA=-0.999. (2) Drug 1: CC1=CC=C(C=C1)C2=CC(=NN2C3=CC=C(C=C3)S(=O)(=O)N)C(F)(F)F. Drug 2: C1CNP(=O)(OC1)N(CCCl)CCCl. Cell line: RPMI-8226. Synergy scores: CSS=1.14, Synergy_ZIP=1.62, Synergy_Bliss=3.95, Synergy_Loewe=0.788, Synergy_HSA=0.262. (3) Drug 1: CC(C1=C(C=CC(=C1Cl)F)Cl)OC2=C(N=CC(=C2)C3=CN(N=C3)C4CCNCC4)N. Drug 2: B(C(CC(C)C)NC(=O)C(CC1=CC=CC=C1)NC(=O)C2=NC=CN=C2)(O)O. Cell line: SK-OV-3. Synergy scores: CSS=5.52, Synergy_ZIP=-1.63, Synergy_Bliss=-0.0152, Synergy_Loewe=-0.953, Synergy_HSA=-0.0933. (4) Drug 2: CC1=CC=C(C=C1)C2=CC(=NN2C3=CC=C(C=C3)S(=O)(=O)N)C(F)(F)F. Drug 1: CC1C(C(=O)NC(C(=O)N2CCCC2C(=O)N(CC(=O)N(C(C(=O)O1)C(C)C)C)C)C(C)C)NC(=O)C3=C4C(=C(C=C3)C)OC5=C(C(=O)C(=C(C5=N4)C(=O)NC6C(OC(=O)C(N(C(=O)CN(C(=O)C7CCCN7C(=O)C(NC6=O)C(C)C)C)C)C(C)C)C)N)C. Cell line: HOP-62. Synergy scores: CSS=4.85, Synergy_ZIP=3.32, Synergy_Bliss=3.18, Synergy_Loewe=0.571, Synergy_HSA=2.44. (5) Drug 1: C(=O)(N)NO. Drug 2: C1CN(CCN1C(=O)CCBr)C(=O)CCBr. Cell line: CCRF-CEM. Synergy scores: CSS=78.2, Synergy_ZIP=-7.78, Synergy_Bliss=-1.13, Synergy_Loewe=1.13, Synergy_HSA=3.70. (6) Drug 1: C1CCC(CC1)NC(=O)N(CCCl)N=O. Drug 2: CC1=C(C=C(C=C1)NC(=O)C2=CC=C(C=C2)CN3CCN(CC3)C)NC4=NC=CC(=N4)C5=CN=CC=C5. Cell line: HOP-62. Synergy scores: CSS=14.6, Synergy_ZIP=1.55, Synergy_Bliss=4.57, Synergy_Loewe=-24.2, Synergy_HSA=3.00. (7) Drug 2: C1CC(=O)NC(=O)C1N2C(=O)C3=CC=CC=C3C2=O. Synergy scores: CSS=49.0, Synergy_ZIP=2.19, Synergy_Bliss=4.32, Synergy_Loewe=-44.2, Synergy_HSA=3.59. Cell line: 786-0. Drug 1: C1=CC(=C2C(=C1NCCNCCO)C(=O)C3=C(C=CC(=C3C2=O)O)O)NCCNCCO. (8) Drug 1: CC1C(C(CC(O1)OC2CC(CC3=C2C(=C4C(=C3O)C(=O)C5=C(C4=O)C(=CC=C5)OC)O)(C(=O)C)O)N)O.Cl. Drug 2: CN1C2=C(C=C(C=C2)N(CCCl)CCCl)N=C1CCCC(=O)O.Cl. Cell line: SF-295. Synergy scores: CSS=27.2, Synergy_ZIP=-0.0419, Synergy_Bliss=3.99, Synergy_Loewe=-13.9, Synergy_HSA=5.24. (9) Drug 1: C1=CC(=CC=C1CCCC(=O)O)N(CCCl)CCCl. Drug 2: CC12CCC3C(C1CCC2OP(=O)(O)O)CCC4=C3C=CC(=C4)OC(=O)N(CCCl)CCCl.[Na+]. Cell line: SNB-19. Synergy scores: CSS=13.2, Synergy_ZIP=-8.72, Synergy_Bliss=-5.09, Synergy_Loewe=-13.5, Synergy_HSA=-4.95.